From a dataset of NCI-60 drug combinations with 297,098 pairs across 59 cell lines. Regression. Given two drug SMILES strings and cell line genomic features, predict the synergy score measuring deviation from expected non-interaction effect. (1) Drug 1: C1=CC(=C2C(=C1NCCNCCO)C(=O)C3=C(C=CC(=C3C2=O)O)O)NCCNCCO. Drug 2: C1C(C(OC1N2C=NC3=C(N=C(N=C32)Cl)N)CO)O. Cell line: NCI-H460. Synergy scores: CSS=29.1, Synergy_ZIP=-0.984, Synergy_Bliss=-6.07, Synergy_Loewe=-22.7, Synergy_HSA=-7.34. (2) Drug 1: CC1=C(C=C(C=C1)NC(=O)C2=CC=C(C=C2)CN3CCN(CC3)C)NC4=NC=CC(=N4)C5=CN=CC=C5. Drug 2: COC1=C2C(=CC3=C1OC=C3)C=CC(=O)O2. Cell line: MDA-MB-231. Synergy scores: CSS=-0.471, Synergy_ZIP=0.0224, Synergy_Bliss=0.0939, Synergy_Loewe=-2.16, Synergy_HSA=-1.95. (3) Drug 1: CN(CC1=CN=C2C(=N1)C(=NC(=N2)N)N)C3=CC=C(C=C3)C(=O)NC(CCC(=O)O)C(=O)O. Drug 2: C1C(C(OC1N2C=NC3=C(N=C(N=C32)Cl)N)CO)O. Cell line: CCRF-CEM. Synergy scores: CSS=65.6, Synergy_ZIP=-3.87, Synergy_Bliss=-5.16, Synergy_Loewe=-9.16, Synergy_HSA=-4.66. (4) Drug 1: CN(C)C1=NC(=NC(=N1)N(C)C)N(C)C. Drug 2: CN1C2=C(C=C(C=C2)N(CCCl)CCCl)N=C1CCCC(=O)O.Cl. Cell line: SN12C. Synergy scores: CSS=-4.13, Synergy_ZIP=0.509, Synergy_Bliss=-1.95, Synergy_Loewe=-3.78, Synergy_HSA=-3.66.